This data is from Full USPTO retrosynthesis dataset with 1.9M reactions from patents (1976-2016). The task is: Predict the reactants needed to synthesize the given product. (1) Given the product [C:1]([C:2]1[CH:8]=[CH:7][CH:6]=[CH:5][C:3]=1[NH:4][CH2:11][C:12]([O:14][CH2:15][CH3:16])=[O:13])#[N:9], predict the reactants needed to synthesize it. The reactants are: [C:1](#[N:9])[C:2]1[C:3](=[CH:5][CH:6]=[CH:7][CH:8]=1)[NH2:4].Br[CH2:11][C:12]([O:14][CH2:15][CH3:16])=[O:13].C(=O)(O)[O-].[Na+]. (2) Given the product [CH:15](=[N:14][C:5]([C:6]1[CH:11]=[CH:10][C:9]([Cl:12])=[C:8]([Cl:13])[CH:7]=1)([CH2:27][CH:26]=[CH2:25])[C:4]([O:3][CH2:1][CH3:2])=[O:22])[C:16]1[CH:17]=[CH:18][CH:19]=[CH:20][CH:21]=1, predict the reactants needed to synthesize it. The reactants are: [CH2:1]([O:3][C:4](=[O:22])[CH:5]([N:14]=[CH:15][C:16]1[CH:21]=[CH:20][CH:19]=[CH:18][CH:17]=1)[C:6]1[CH:11]=[CH:10][C:9]([Cl:12])=[C:8]([Cl:13])[CH:7]=1)[CH3:2].[OH-].[Na+].[CH2:25](Br)[CH:26]=[CH2:27].S([O-])([O-])(=O)=O.C([N+](CCCC)(CCCC)CCCC)CCC.C([N+](CCCC)(CCCC)CCCC)CCC. (3) Given the product [Cl:10][C:4]1[CH:3]=[C:2]([C:16]2[CH:15]=[CH:14][C:13]([O:12][CH3:11])=[C:18]([O:19][CH3:20])[CH:17]=2)[CH:8]=[C:7]([F:9])[C:5]=1[NH2:6], predict the reactants needed to synthesize it. The reactants are: Br[C:2]1[CH:8]=[C:7]([F:9])[C:5]([NH2:6])=[C:4]([Cl:10])[CH:3]=1.[CH3:11][O:12][C:13]1[CH:14]=[C:15](B(O)O)[CH:16]=[CH:17][C:18]=1[O:19][CH3:20].